Dataset: Peptide-MHC class II binding affinity with 134,281 pairs from IEDB. Task: Regression. Given a peptide amino acid sequence and an MHC pseudo amino acid sequence, predict their binding affinity value. This is MHC class II binding data. (1) The peptide sequence is SQDLELSWCLNGLQAY. The MHC is DRB1_1302 with pseudo-sequence DRB1_1302. The binding affinity (normalized) is 0.713. (2) The peptide sequence is FEIKCTKPEACSGEPVVVHI. The MHC is DRB1_1302 with pseudo-sequence DRB1_1302. The binding affinity (normalized) is 0.300. (3) The peptide sequence is QDPNYVCKHTYVDRG. The MHC is DRB1_1101 with pseudo-sequence DRB1_1101. The binding affinity (normalized) is 0.162. (4) The peptide sequence is DESIFINKLNGAMVE. The MHC is DRB5_0101 with pseudo-sequence DRB5_0101. The binding affinity (normalized) is 0.389. (5) The MHC is DRB1_1201 with pseudo-sequence DRB1_1201. The binding affinity (normalized) is 0.613. The peptide sequence is EAKYDAYVATLSEALRIIAG.